Dataset: Full USPTO retrosynthesis dataset with 1.9M reactions from patents (1976-2016). Task: Predict the reactants needed to synthesize the given product. (1) Given the product [Cl:26][C:6]1[CH:5]=[CH:4][C:3]([CH2:2][NH:1][C:30]([CH:27]2[CH2:29][CH2:28]2)=[O:31])=[CH:8][C:7]=1[C:9]1[NH:13][C:12](=[O:14])[N:11]([C:15]2[CH:20]=[CH:19][C:18]([N+:21]([O-:23])=[O:22])=[C:17]([O:24][CH3:25])[CH:16]=2)[N:10]=1, predict the reactants needed to synthesize it. The reactants are: [NH2:1][CH2:2][C:3]1[CH:4]=[CH:5][C:6]([Cl:26])=[C:7]([C:9]2[NH:13][C:12](=[O:14])[N:11]([C:15]3[CH:20]=[CH:19][C:18]([N+:21]([O-:23])=[O:22])=[C:17]([O:24][CH3:25])[CH:16]=3)[N:10]=2)[CH:8]=1.[CH:27]1([C:30](Cl)=[O:31])[CH2:29][CH2:28]1.CCN(C(C)C)C(C)C. (2) Given the product [CH3:17][C:15]1[CH:14]=[CH:13][C:12]([N:18]2[N:22]=[CH:21][CH:20]=[N:19]2)=[C:11]([C:9]([N:4]2[CH2:5][CH2:6][CH2:7][CH2:8][CH:3]2[C:1]#[C:2][C:24]2[CH:29]=[CH:28][CH:27]=[CH:26][CH:25]=2)=[O:10])[CH:16]=1, predict the reactants needed to synthesize it. The reactants are: [C:1]([CH:3]1[CH2:8][CH2:7][CH2:6][CH2:5][N:4]1[C:9]([C:11]1[CH:16]=[C:15]([CH3:17])[CH:14]=[CH:13][C:12]=1[N:18]1[N:22]=[CH:21][CH:20]=[N:19]1)=[O:10])#[CH:2].Br[C:24]1[CH:29]=[CH:28][CH:27]=[CH:26][CH:25]=1.C(N(CC)CC)C. (3) Given the product [F:1][C:2]1[C:7]([F:8])=[CH:6][CH:5]=[CH:4][C:3]=1[C:9]1([OH:14])[CH2:13][CH2:12][N:11]([CH2:22][CH2:23][O:24][CH3:25])[CH2:10]1, predict the reactants needed to synthesize it. The reactants are: [F:1][C:2]1[C:7]([F:8])=[CH:6][CH:5]=[CH:4][C:3]=1[C:9]1([OH:14])[CH2:13][CH2:12][NH:11][CH2:10]1.C(=O)([O-])[O-].[K+].[K+].Br[CH2:22][CH2:23][O:24][CH3:25].[Cr]([O-])([O-])(=O)=O.C(O)(=O)C(O)=O. (4) Given the product [Cl:12][C:13]1[CH:14]=[N:15][N:16]([C:2]2[CH:9]=[CH:8][C:7]([O:10][CH3:11])=[CH:6][C:3]=2[CH:4]=[O:5])[CH:17]=1, predict the reactants needed to synthesize it. The reactants are: F[C:2]1[CH:9]=[CH:8][C:7]([O:10][CH3:11])=[CH:6][C:3]=1[CH:4]=[O:5].[Cl:12][C:13]1[CH:14]=[N:15][NH:16][CH:17]=1.C([O-])([O-])=O.[K+].[K+].